From a dataset of Reaction yield outcomes from USPTO patents with 853,638 reactions. Predict the reaction yield, written as a fraction of the theoretical maximum amount of product (1.0 means a 100% yield; for example, 0.34 means a 34% yield). (1) The reactants are [Cl:1][C:2]1[CH:16]=[CH:15][CH:14]=[CH:13][C:3]=1[C:4]([C:6]1[CH:11]=[CH:10][C:9]([Cl:12])=[CH:8][CH:7]=1)=[O:5].[BH4-].[Na+]. The catalyst is CO. The product is [Cl:1][C:2]1[CH:16]=[CH:15][CH:14]=[CH:13][C:3]=1[CH:4]([OH:5])[C:6]1[CH:7]=[CH:8][C:9]([Cl:12])=[CH:10][CH:11]=1. The yield is 0.780. (2) The reactants are [OH:1][CH:2]1[C:11]2[N:10]=[CH:9][C:8]([C:12]#[N:13])=[CH:7][C:6]=2[CH2:5][CH2:4][CH2:3]1.C(N(CC)CC)C. The catalyst is CS(C)=O. The product is [O:1]=[C:2]1[C:11]2[N:10]=[CH:9][C:8]([C:12]#[N:13])=[CH:7][C:6]=2[CH2:5][CH2:4][CH2:3]1. The yield is 0.521. (3) The product is [CH3:20][N:21]1[CH2:26][CH2:25][N:24]([C:15]([C:14]2[CH:13]=[CH:12][C:11]([C:9]([O:8][CH3:7])=[O:10])=[CH:19][CH:18]=2)=[O:17])[CH2:23][CH2:22]1. The catalyst is C(Cl)Cl.CN(C=O)C. The yield is 0.611. The reactants are C(Cl)(=O)C(Cl)=O.[CH3:7][O:8][C:9]([C:11]1[CH:19]=[CH:18][C:14]([C:15]([OH:17])=O)=[CH:13][CH:12]=1)=[O:10].[CH3:20][N:21]1[CH2:26][CH2:25][NH:24][CH2:23][CH2:22]1.N1C=CC=CC=1. (4) The reactants are [Br-].[F:2][C:3]1[CH:8]=[CH:7][C:6]([CH2:9][CH2:10][P+](C2C=CC=CC=2)(C2C=CC=CC=2)C2C=CC=CC=2)=[CH:5][CH:4]=1.O=[C:31]1[CH2:36][CH2:35][N:34]([C:37]([O:39][CH2:40][C:41]2[CH:46]=[CH:45][CH:44]=[CH:43][CH:42]=2)=[O:38])[CH2:33][CH2:32]1.O. The catalyst is C1COCC1. The product is [CH2:40]([O:39][C:37]([N:34]1[CH2:35][CH2:36][C:31](=[CH:10][CH2:9][C:6]2[CH:5]=[CH:4][C:3]([F:2])=[CH:8][CH:7]=2)[CH2:32][CH2:33]1)=[O:38])[C:41]1[CH:42]=[CH:43][CH:44]=[CH:45][CH:46]=1. The yield is 0.170. (5) The reactants are [Cl:1][C:2]1[CH:3]=[CH:4][C:5]([N:43]2[CH:47]=[C:46]([Cl:48])[N:45]=[N:44]2)=[C:6]([C:8]2[N:9]=[CH:10][N:11]([C@@H:15]3[C:31]4[CH:32]=[C:27]([CH:28]=[CH:29][N:30]=4)[C:26]4[N:25](COCC[Si](C)(C)C)[N:24]=[CH:23][C:22]=4[NH:21][C:20](=[O:41])[C@H:19]([CH3:42])[CH2:18][CH2:17][CH2:16]3)[C:12](=[O:14])[CH:13]=2)[CH:7]=1.[C:49]([OH:55])([C:51]([F:54])([F:53])[F:52])=[O:50]. The catalyst is C(Cl)Cl. The product is [F:52][C:51]([F:54])([F:53])[C:49]([OH:55])=[O:50].[Cl:1][C:2]1[CH:3]=[CH:4][C:5]([N:43]2[CH:47]=[C:46]([Cl:48])[N:45]=[N:44]2)=[C:6]([C:8]2[N:9]=[CH:10][N:11]([C@@H:15]3[C:31]4[CH:32]=[C:27]([CH:28]=[CH:29][N:30]=4)[C:26]4[NH:25][N:24]=[CH:23][C:22]=4[NH:21][C:20](=[O:41])[C@H:19]([CH3:42])[CH2:18][CH2:17][CH2:16]3)[C:12](=[O:14])[CH:13]=2)[CH:7]=1. The yield is 0.430. (6) The reactants are [CH2:1]1[C:9]2[C:4](=[CH:5][CH:6]=[CH:7][CH:8]=2)[CH2:3][NH:2]1.[CH3:10][O:11][C:12]1[CH:17]=[CH:16][C:15]([N:18]=[C:19]=[O:20])=[C:14]([CH3:21])[CH:13]=1. The catalyst is O1CCOCC1. The product is [CH3:10][O:11][C:12]1[CH:17]=[CH:16][C:15]([NH:18][C:19]([N:2]2[CH2:3][C:4]3[C:9](=[CH:8][CH:7]=[CH:6][CH:5]=3)[CH2:1]2)=[O:20])=[C:14]([CH3:21])[CH:13]=1. The yield is 0.840. (7) The product is [CH3:1][O:2][C:3]1[CH:8]=[CH:7][C:6]([CH:9]2[CH2:10][O:11][CH2:12][CH2:13][O:14][CH2:15]2)=[CH:5][CH:4]=1. The yield is 1.00. The reactants are [CH3:1][O:2][C:3]1[CH:8]=[CH:7][C:6]([C:9]2(O)[CH2:15][O:14][CH2:13][CH2:12][O:11][CH2:10]2)=[CH:5][CH:4]=1.C([SiH](CC)CC)C.FC(F)(F)C(O)=O.C([O-])([O-])=O.[K+].[K+]. The catalyst is C(Cl)Cl. (8) The reactants are [Na].Cl.[N:3]1[CH:8]=[CH:7][C:6]([CH2:9][C:10]#[N:11])=[CH:5][CH:4]=1.[F:12][C:13]1[CH:14]=[C:15]([CH:18]=[CH:19][CH:20]=1)[CH:16]=O. The catalyst is C(O)C. The product is [F:12][C:13]1[CH:14]=[C:15]([CH:16]=[C:9]([C:6]2[CH:7]=[CH:8][N:3]=[CH:4][CH:5]=2)[C:10]#[N:11])[CH:18]=[CH:19][CH:20]=1. The yield is 0.560.